From a dataset of Catalyst prediction with 721,799 reactions and 888 catalyst types from USPTO. Predict which catalyst facilitates the given reaction. (1) Reactant: [NH2:1][C:2]1[CH:7]=[CH:6][CH:5]=[C:4]([CH3:8])[C:3]=1[NH:9][C:10]([C:12]1[N:16]([C:17]2[C:22]([Cl:23])=[CH:21][CH:20]=[CH:19][N:18]=2)[N:15]=[C:14]([Br:24])[CH:13]=1)=[O:11].C(Cl)Cl.Cl[C:29]([O:31][CH3:32])=[O:30]. Product: [Br:24][C:14]1[CH:13]=[C:12]([C:10]([NH:9][C:3]2[C:4]([CH3:8])=[CH:5][CH:6]=[CH:7][C:2]=2[NH:1][C:29](=[O:30])[O:31][CH3:32])=[O:11])[N:16]([C:17]2[C:22]([Cl:23])=[CH:21][CH:20]=[CH:19][N:18]=2)[N:15]=1. The catalyst class is: 17. (2) Reactant: [OH:1][C:2]1[CH2:7][CH2:6][C:5]([C:12]2[CH:17]=[CH:16][C:15]([O:18][CH3:19])=[CH:14][CH:13]=2)([C:8]([O:10][CH3:11])=[O:9])[CH2:4][C:3]=1C(OC)=O.O.C1COCC1.[OH-].[K+]. Product: [CH3:19][O:18][C:15]1[CH:14]=[CH:13][C:12]([C:5]2([C:8]([O:10][CH3:11])=[O:9])[CH2:4][CH2:3][C:2](=[O:1])[CH2:7][CH2:6]2)=[CH:17][CH:16]=1. The catalyst class is: 5. (3) Reactant: [NH2:1][C:2]1[C:7]2=[C:8]([C:18]3[CH:23]=[CH:22][C:21]([NH:24]C(OC(C)(C)C)=O)=[CH:20][CH:19]=3)[CH:9]=[C:10]([C:11]([O:13][CH2:14][CH2:15][CH2:16][CH3:17])=[O:12])[N:6]2[N:5]=[CH:4][N:3]=1.C(O)(C(F)(F)F)=O. Product: [NH2:1][C:2]1[C:7]2=[C:8]([C:18]3[CH:19]=[CH:20][C:21]([NH2:24])=[CH:22][CH:23]=3)[CH:9]=[C:10]([C:11]([O:13][CH2:14][CH2:15][CH2:16][CH3:17])=[O:12])[N:6]2[N:5]=[CH:4][N:3]=1. The catalyst class is: 4. (4) Reactant: [CH2:1]([C:9]1[CH:10]([C:12]([OH:14])=O)[CH:11]=1)[CH2:2][CH2:3][CH2:4][CH2:5][CH2:6][CH2:7][CH3:8].C(Cl)(=O)C([Cl:18])=O. Product: [CH2:1]([C:9]1[CH:10]([C:12]([Cl:18])=[O:14])[CH:11]=1)[CH2:2][CH2:3][CH2:4][CH2:5][CH2:6][CH2:7][CH3:8]. The catalyst class is: 28. (5) Product: [C:1]([O:5][C:6](=[O:22])[NH:7][C:8]1[CH:13]=[CH:12][C:11]([CH2:14][C:15]2[CH:20]=[C:19]([N:23]=[N+:24]=[N-:25])[N:18]=[CH:17][N:16]=2)=[CH:10][CH:9]=1)([CH3:4])([CH3:3])[CH3:2]. The catalyst class is: 3. Reactant: [C:1]([O:5][C:6](=[O:22])[NH:7][C:8]1[CH:13]=[CH:12][C:11]([CH2:14][C:15]2[CH:20]=[C:19](Cl)[N:18]=[CH:17][N:16]=2)=[CH:10][CH:9]=1)([CH3:4])([CH3:3])[CH3:2].[N-:23]=[N+:24]=[N-:25].[Na+]. (6) Reactant: [C:1]([O:5][C:6]([N:8]1[CH2:11][CH:10]([O:12][C:13]2[CH:18]=[C:17]([Cl:19])[CH:16]=[CH:15][C:14]=2[O:20][CH:21]([C:28]([O:30]C)=[O:29])[C:22]2[CH:27]=[CH:26][CH:25]=[CH:24][CH:23]=2)[CH2:9]1)=[O:7])([CH3:4])([CH3:3])[CH3:2].[OH-].[Na+].OS([O-])(=O)=O.[K+]. Product: [C:1]([O:5][C:6]([N:8]1[CH2:11][CH:10]([O:12][C:13]2[CH:18]=[C:17]([Cl:19])[CH:16]=[CH:15][C:14]=2[O:20][CH:21]([C:28]([OH:30])=[O:29])[C:22]2[CH:23]=[CH:24][CH:25]=[CH:26][CH:27]=2)[CH2:9]1)=[O:7])([CH3:4])([CH3:2])[CH3:3]. The catalyst class is: 5.